This data is from NCI-60 drug combinations with 297,098 pairs across 59 cell lines. The task is: Regression. Given two drug SMILES strings and cell line genomic features, predict the synergy score measuring deviation from expected non-interaction effect. (1) Drug 1: CC1=C(C=C(C=C1)NC2=NC=CC(=N2)N(C)C3=CC4=NN(C(=C4C=C3)C)C)S(=O)(=O)N.Cl. Drug 2: C1C(C(OC1N2C=C(C(=O)NC2=O)F)CO)O. Cell line: HCT-15. Synergy scores: CSS=46.8, Synergy_ZIP=3.26, Synergy_Bliss=2.44, Synergy_Loewe=-29.5, Synergy_HSA=1.44. (2) Cell line: CAKI-1. Drug 1: C1C(C(OC1N2C=NC3=C2NC=NCC3O)CO)O. Drug 2: C1CCC(C(C1)N)N.C(=O)(C(=O)[O-])[O-].[Pt+4]. Synergy scores: CSS=20.3, Synergy_ZIP=-6.35, Synergy_Bliss=-1.74, Synergy_Loewe=-4.17, Synergy_HSA=0.0911. (3) Drug 1: CC12CCC(CC1=CCC3C2CCC4(C3CC=C4C5=CN=CC=C5)C)O. Drug 2: CCC1(CC2CC(C3=C(CCN(C2)C1)C4=CC=CC=C4N3)(C5=C(C=C6C(=C5)C78CCN9C7C(C=CC9)(C(C(C8N6C=O)(C(=O)OC)O)OC(=O)C)CC)OC)C(=O)OC)O.OS(=O)(=O)O. Cell line: TK-10. Synergy scores: CSS=11.2, Synergy_ZIP=0.394, Synergy_Bliss=2.76, Synergy_Loewe=-0.0138, Synergy_HSA=0.398. (4) Drug 1: CCC1=C2CN3C(=CC4=C(C3=O)COC(=O)C4(CC)O)C2=NC5=C1C=C(C=C5)O. Drug 2: CN1C2=C(C=C(C=C2)N(CCCl)CCCl)N=C1CCCC(=O)O.Cl. Cell line: M14. Synergy scores: CSS=21.9, Synergy_ZIP=0.531, Synergy_Bliss=1.61, Synergy_Loewe=-22.1, Synergy_HSA=1.57.